The task is: Predict the reactants needed to synthesize the given product.. This data is from Full USPTO retrosynthesis dataset with 1.9M reactions from patents (1976-2016). Given the product [CH3:28][O:29][C:30]1[N:35]=[C:34]([O:36][CH3:37])[C:33]([C:2]2[N:6]([CH:7]([CH3:8])[CH3:9])[C:5]3[CH:10]([C:20]4[CH:21]=[CH:22][C:23]([C:24]#[N:25])=[CH:26][CH:27]=4)[N:11]([CH:14]4[CH2:15][CH2:16][O:17][CH2:18][CH2:19]4)[C:12](=[O:13])[C:4]=3[CH:3]=2)=[CH:32][N:31]=1, predict the reactants needed to synthesize it. The reactants are: Br[C:2]1[N:6]([CH:7]([CH3:9])[CH3:8])[C:5]2[CH:10]([C:20]3[CH:27]=[CH:26][C:23]([C:24]#[N:25])=[CH:22][CH:21]=3)[N:11]([CH:14]3[CH2:19][CH2:18][O:17][CH2:16][CH2:15]3)[C:12](=[O:13])[C:4]=2[CH:3]=1.[CH3:28][O:29][C:30]1[N:35]=[C:34]([O:36][CH3:37])[C:33](B(O)O)=[CH:32][N:31]=1.BrC1N(C(C)C)C2C(C3C=CC(Cl)=CC=3)N(C3C=C(Cl)C=CC=3C)C(=O)C=2C=1.C(C1C=CC(OC)=C(B(O)O)C=1)#N.